From a dataset of Forward reaction prediction with 1.9M reactions from USPTO patents (1976-2016). Predict the product of the given reaction. (1) Given the reactants [CH:1]1[C:14]2[C:5](=[CH:6][C:7]3[C:12]([C:13]=2[C:15]2[CH:16]=[N:17][C:18]([C:21]4[CH:26]=[CH:25][CH:24]=[CH:23][N:22]=4)=[N:19][CH:20]=2)=[CH:11][CH:10]=[CH:9][CH:8]=3)[CH:4]=[CH:3][CH:2]=1.C1C(=O)N([Br:34])C(=O)C1.O, predict the reaction product. The product is: [Br:34][C:6]1[C:7]2[C:12](=[CH:11][CH:10]=[CH:9][CH:8]=2)[C:13]([C:15]2[CH:16]=[N:17][C:18]([C:21]3[CH:26]=[CH:25][CH:24]=[CH:23][N:22]=3)=[N:19][CH:20]=2)=[C:14]2[C:5]=1[CH:4]=[CH:3][CH:2]=[CH:1]2. (2) The product is: [CH2:13]([N:6]([CH2:5][C:2]1([CH3:15])[CH2:3][O:4][C:17]([NH2:16])=[N:1]1)[C:7]1[CH:12]=[CH:11][CH:10]=[CH:9][CH:8]=1)[CH3:14]. Given the reactants [NH2:1][C:2]([CH3:15])([CH2:5][N:6]([CH2:13][CH3:14])[C:7]1[CH:12]=[CH:11][CH:10]=[CH:9][CH:8]=1)[CH2:3][OH:4].[N:16]#[C:17]Br, predict the reaction product. (3) Given the reactants [F:1][C:2]([F:15])([F:14])[C:3]1[CH:8]=[CH:7][CH:6]=[CH:5][C:4]=1[CH2:9][C:10]([O:12][CH3:13])=[O:11].CC(C)([O-])C.[K+].Br[CH2:23][CH2:24][C:25]([O:27][C:28]([CH3:31])([CH3:30])[CH3:29])=[O:26].Cl, predict the reaction product. The product is: [CH3:13][O:12][C:10](=[O:11])[CH:9]([C:4]1[CH:5]=[CH:6][CH:7]=[CH:8][C:3]=1[C:2]([F:14])([F:15])[F:1])[CH2:23][CH2:24][C:25]([O:27][C:28]([CH3:31])([CH3:30])[CH3:29])=[O:26]. (4) Given the reactants [H-].[Na+].[CH3:3][C:4]1[CH:5]=[CH:6][C:7]([S:10]([NH2:13])(=[O:12])=[O:11])=[CH:8][CH:9]=1.[Br:14][C:15]1[CH:20]=[CH:19][C:18]([CH:21](Br)[CH3:22])=[C:17]([CH2:24]Br)[CH:16]=1.C(Cl)(Cl)Cl, predict the reaction product. The product is: [Br:14][C:15]1[CH:16]=[C:17]2[C:18](=[CH:19][CH:20]=1)[CH:21]([CH3:22])[N:13]([S:10]([C:7]1[CH:6]=[CH:5][C:4]([CH3:3])=[CH:9][CH:8]=1)(=[O:12])=[O:11])[CH2:24]2. (5) Given the reactants FC(F)(F)C(O)=O.[F:8][C:9]1[C:14]([F:15])=[CH:13][CH:12]=[CH:11][C:10]=1[C@H:16]1[CH2:22][N:21]([CH2:23][C:24]2[CH:29]=[CH:28][CH:27]=[CH:26][N:25]=2)[C:20](=[O:30])[C@H:19]([NH:31]C(=O)OC(C)(C)C)[CH2:18][CH2:17]1, predict the reaction product. The product is: [NH2:31][C@@H:19]1[CH2:18][CH2:17][C@@H:16]([C:10]2[CH:11]=[CH:12][CH:13]=[C:14]([F:15])[C:9]=2[F:8])[CH2:22][N:21]([CH2:23][C:24]2[CH:29]=[CH:28][CH:27]=[CH:26][N:25]=2)[C:20]1=[O:30]. (6) Given the reactants [NH2:1][C:2]1[CH:10]=[C:9]([O:11][CH3:12])[CH:8]=[C:7]([O:13][CH3:14])[C:3]=1[C:4]([NH2:6])=[O:5].[CH3:15][C:16]1[CH:17]=[C:18]([CH:21]=[C:22]([CH3:32])[C:23]=1[O:24][CH2:25][C:26]1[CH:31]=[CH:30][CH:29]=[CH:28][CH:27]=1)[CH:19]=O.S([O-])(O)=O.[Na+].C1(C)C=CC(S(O)(=O)=O)=CC=1, predict the reaction product. The product is: [CH2:25]([O:24][C:23]1[C:16]([CH3:15])=[CH:17][C:18]([C:19]2[NH:6][C:4](=[O:5])[C:3]3[C:2](=[CH:10][C:9]([O:11][CH3:12])=[CH:8][C:7]=3[O:13][CH3:14])[N:1]=2)=[CH:21][C:22]=1[CH3:32])[C:26]1[CH:27]=[CH:28][CH:29]=[CH:30][CH:31]=1.